Dataset: Full USPTO retrosynthesis dataset with 1.9M reactions from patents (1976-2016). Task: Predict the reactants needed to synthesize the given product. (1) Given the product [Br:1][C:2]1[CH:7]=[C:6]2[C:5](=[CH:4][CH:3]=1)[O:11][CH:17]([C:16]1[CH:19]=[CH:20][C:13]([F:12])=[CH:14][CH:15]=1)[CH2:9][C:8]2=[O:10], predict the reactants needed to synthesize it. The reactants are: [Br:1][C:2]1[CH:3]=[CH:4][C:5]([OH:11])=[C:6]([C:8](=[O:10])[CH3:9])[CH:7]=1.[F:12][C:13]1[CH:20]=[CH:19][C:16]([CH:17]=O)=[CH:15][CH:14]=1. (2) Given the product [C:1]1([C:7]2[CH:8]=[C:9]3[C:13](=[C:14]([C:16]([NH2:18])=[O:17])[CH:15]=2)[NH:12][CH:11]=[C:10]3[CH:19]2[CH2:20][CH2:21][N:22]([S:32]([C:29]3[C:28]([CH3:36])=[N:27][N:26]([CH3:25])[C:30]=3[CH3:31])(=[O:33])=[O:34])[CH2:23][CH2:24]2)[CH:2]=[CH:3][CH:4]=[CH:5][CH:6]=1, predict the reactants needed to synthesize it. The reactants are: [C:1]1([C:7]2[CH:8]=[C:9]3[C:13](=[C:14]([C:16]([NH2:18])=[O:17])[CH:15]=2)[NH:12][CH:11]=[C:10]3[C:19]2[CH2:20][CH2:21][NH:22][CH2:23][CH:24]=2)[CH:6]=[CH:5][CH:4]=[CH:3][CH:2]=1.[CH3:25][N:26]1[C:30]([CH3:31])=[C:29]([S:32](Cl)(=[O:34])=[O:33])[C:28]([CH3:36])=[N:27]1.C(N(CC)CC)C. (3) Given the product [CH2:7]([O:5][C:4](=[O:6])[CH2:3][CH2:2][Br:1])[C:8]1[CH:13]=[CH:12][CH:11]=[CH:10][CH:9]=1, predict the reactants needed to synthesize it. The reactants are: [Br:1][CH2:2][CH2:3][C:4]([OH:6])=[O:5].[CH2:7](O)[C:8]1[CH:13]=[CH:12][CH:11]=[CH:10][CH:9]=1.O.C1(C)C(S(O)(=O)=O)=CC=CC=1.